This data is from Forward reaction prediction with 1.9M reactions from USPTO patents (1976-2016). The task is: Predict the product of the given reaction. (1) Given the reactants [N+:1]([C:4]1[O:8][C:7]([C:9]([OH:11])=O)=[CH:6][CH:5]=1)([O-:3])=[O:2].CCN(C(C)C)C(C)C.CCN=C=NCCCN(C)C.C1C=CC2N(O)N=NC=2C=1.[CH:42]1[C:54]2[NH:53][C:52]3[C:47](=[CH:48][CH:49]=[CH:50][CH:51]=3)[C:46]=2[C:45]([O:55][CH2:56][CH:57]([OH:65])[CH2:58][N:59]2[CH2:64][CH2:63][NH:62][CH2:61][CH2:60]2)=[CH:44][CH:43]=1, predict the reaction product. The product is: [CH:42]1[C:54]2[NH:53][C:52]3[C:47](=[CH:48][CH:49]=[CH:50][CH:51]=3)[C:46]=2[C:45]([O:55][CH2:56][CH:57]([OH:65])[CH2:58][N:59]2[CH2:64][CH2:63][N:62]([C:9]([C:7]3[O:8][C:4]([N+:1]([O-:3])=[O:2])=[CH:5][CH:6]=3)=[O:11])[CH2:61][CH2:60]2)=[CH:44][CH:43]=1. (2) Given the reactants NC1N(C2C=CC(OC)=CC=2)C(C2C=CC=C(NS(C)(=O)=O)C=2)[N:5]=[C:4]2[O:27]C=C[C:3]=12.C(O[C:34](=[O:36])[CH3:35])(=O)C.[C:37]1(C)[CH:42]=[CH:41][CH:40]=[CH:39][CH:38]=1, predict the reaction product. The product is: [C:4]([NH:5][C:37]1[CH:38]=[CH:39][C:40]([C:34](=[O:36])[CH3:35])=[CH:41][CH:42]=1)(=[O:27])[CH3:3]. (3) Given the reactants [C:1]([OH:6])(=[O:5])[CH:2]([CH3:4])[OH:3].[CH2:7]([CH:9](CCCC)[C:10]([O-])=[O:11])C.[CH2:7]([CH:9](CCCC)[C:10]([O-])=[O:11])C.[Sn+2], predict the reaction product. The product is: [CH3:4][C@H:2]1[O:3][C:10](=[O:11])[C@H:9]([CH3:7])[O:6][C:1]1=[O:5]. (4) The product is: [CH:1]1([NH:4][C:5]2[C:10]([F:11])=[CH:9][CH:8]=[CH:7][C:6]=2[NH:12][C:16](=[O:17])[C@@H:14]([NH:13][C:19](=[O:20])[O:21][C:22]([CH3:24])([CH3:23])[CH3:25])[CH3:15])[CH2:3][CH2:2]1. Given the reactants [CH:1]1([NH:4][C:5]2[C:6]([NH2:12])=[CH:7][CH:8]=[CH:9][C:10]=2[F:11])[CH2:3][CH2:2]1.[NH:13]([C:19]([O:21][C:22]([CH3:25])([CH3:24])[CH3:23])=[O:20])[C@H:14]([C:16](O)=[O:17])[CH3:15].CCN(C(C)C)C(C)C.C1CN([P+](ON2N=NC3C2=CC=CC=3)(N2CCCC2)N2CCCC2)CC1.F[P-](F)(F)(F)(F)F, predict the reaction product. (5) Given the reactants [Cl:1][C:2]1[CH:3]=[C:4]([CH:23]=[CH:24][CH:25]=1)[CH2:5][O:6][C:7]1[CH:16]=[C:15]2[C:10]([CH:11]=[C:12]([CH2:17][C:18]([O:20][CH2:21]C)=[O:19])[CH:13]=[N:14]2)=[CH:9][CH:8]=1.C([O-])([O-])=O.[K+].[K+], predict the reaction product. The product is: [Cl:1][C:2]1[CH:3]=[C:4]([CH:23]=[CH:24][CH:25]=1)[CH2:5][O:6][C:7]1[CH:16]=[C:15]2[C:10]([CH:11]=[C:12]([CH2:17][C:18]([O:20][CH3:21])=[O:19])[CH:13]=[N:14]2)=[CH:9][CH:8]=1.